This data is from Merck oncology drug combination screen with 23,052 pairs across 39 cell lines. The task is: Regression. Given two drug SMILES strings and cell line genomic features, predict the synergy score measuring deviation from expected non-interaction effect. (1) Drug 1: NC1(c2ccc(-c3nc4ccn5c(=O)[nH]nc5c4cc3-c3ccccc3)cc2)CCC1. Drug 2: Cn1c(=O)n(-c2ccc(C(C)(C)C#N)cc2)c2c3cc(-c4cnc5ccccc5c4)ccc3ncc21. Synergy scores: synergy=49.5. Cell line: OV90. (2) Drug 1: CCN(CC)CCNC(=O)c1c(C)[nH]c(C=C2C(=O)Nc3ccc(F)cc32)c1C. Drug 2: NC1CCCCC1N.O=C(O)C(=O)O.[Pt+2]. Cell line: HT29. Synergy scores: synergy=-2.38. (3) Drug 1: COC12C(COC(N)=O)C3=C(C(=O)C(C)=C(N)C3=O)N1CC1NC12. Drug 2: O=C(O)C1(Cc2cccc(Nc3nccs3)n2)CCC(Oc2cccc(Cl)c2F)CC1. Cell line: A427. Synergy scores: synergy=-1.08. (4) Drug 1: COc1cccc2c1C(=O)c1c(O)c3c(c(O)c1C2=O)CC(O)(C(=O)CO)CC3OC1CC(N)C(O)C(C)O1. Drug 2: CNC(=O)c1cc(Oc2ccc(NC(=O)Nc3ccc(Cl)c(C(F)(F)F)c3)cc2)ccn1. Cell line: SW620. Synergy scores: synergy=-5.60. (5) Synergy scores: synergy=5.09. Drug 1: O=c1[nH]cc(F)c(=O)[nH]1. Drug 2: CCN(CC)CCNC(=O)c1c(C)[nH]c(C=C2C(=O)Nc3ccc(F)cc32)c1C. Cell line: CAOV3.